From a dataset of Buchwald-Hartwig C-N cross coupling reaction yields with 55,370 reactions. Predict the reaction yield, written as a fraction of the theoretical maximum amount of product (1.0 means a 100% yield; for example, 0.34 means a 34% yield). The reactants are Brc1ccccn1.Cc1ccc(N)cc1.O=S(=O)(O[Pd]1c2ccccc2-c2ccccc2N~1)C(F)(F)F.CC(C)c1cc(C(C)C)c(-c2ccccc2P(C(C)(C)C)C(C)(C)C)c(C(C)C)c1.CCN=P(N=P(N(C)C)(N(C)C)N(C)C)(N(C)C)N(C)C.Cc1ccno1. No catalyst specified. The product is Cc1ccc(Nc2ccccn2)cc1. The yield is 0.389.